Dataset: Full USPTO retrosynthesis dataset with 1.9M reactions from patents (1976-2016). Task: Predict the reactants needed to synthesize the given product. (1) Given the product [C:1]1([CH:7]2[C:16]3[C:11](=[CH:12][CH:13]=[CH:14][CH:15]=3)[CH2:10][CH2:9][N:8]2[C:17]([O:18][C:19]2[CH:24]=[CH:23][CH:22]=[CH:21][CH:20]=2)=[O:25])[CH:2]=[CH:3][CH:4]=[CH:5][CH:6]=1, predict the reactants needed to synthesize it. The reactants are: [C:1]1([CH:7]2[C:16]3[C:11](=[CH:12][CH:13]=[CH:14][CH:15]=3)[CH2:10][CH2:9][NH:8]2)[CH:6]=[CH:5][CH:4]=[CH:3][CH:2]=1.[C:17](=O)([O:25]C1C=CC=CC=1)[O:18][C:19]1[CH:24]=[CH:23][CH:22]=[CH:21][CH:20]=1.CN(C1C=CC=CN=1)C. (2) The reactants are: [CH3:1][N:2]1[CH:6]=[CH:5][C:4]([C:7]2[N:12]=[C:11]([NH:13][CH2:14][C:15](OC)=[O:16])[C:10]([N+:19]([O-])=O)=[CH:9][CH:8]=2)=[N:3]1.O1CCCC1. Given the product [CH3:1][N:2]1[CH:6]=[CH:5][C:4]([C:7]2[CH:8]=[CH:9][C:10]3[NH:19][C:15](=[O:16])[CH2:14][NH:13][C:11]=3[N:12]=2)=[N:3]1, predict the reactants needed to synthesize it. (3) The reactants are: C([N:14]1[CH2:17][CH:16]([O:18][CH:19]([C:27]2[C:28]([Cl:33])=[N:29][CH:30]=[CH:31][CH:32]=2)[C:20]2[CH:25]=[CH:24][C:23]([Cl:26])=[CH:22][CH:21]=2)[CH2:15]1)(C1C=CC=CC=1)C1C=CC=CC=1.ClC1C=C(Cl)C=CC=1C(OC1CNC1)C1C=CC(Cl)=CC=1. Given the product [Cl:26][C:23]1[CH:24]=[CH:25][C:20]([CH:19]([C:27]2[C:28]([Cl:33])=[N:29][CH:30]=[CH:31][CH:32]=2)[O:18][CH:16]2[CH2:17][NH:14][CH2:15]2)=[CH:21][CH:22]=1, predict the reactants needed to synthesize it. (4) Given the product [CH2:16]([N:15]([CH3:14])[C:11]([C:8]1[CH:7]=[CH:6][C:5]([C:3]([OH:2])=[O:4])=[CH:10][N:9]=1)=[O:13])[CH:17]([CH3:19])[CH3:18], predict the reactants needed to synthesize it. The reactants are: C[O:2][C:3]([C:5]1[CH:6]=[CH:7][C:8]([C:11]([OH:13])=O)=[N:9][CH:10]=1)=[O:4].[CH3:14][NH:15][CH2:16][CH:17]([CH3:19])[CH3:18]. (5) Given the product [I-:15].[CH2:13]([N+:8]1([CH:4]2[CH2:5][CH2:6][CH2:7][CH:2]([CH3:1])[CH2:3]2)[CH2:12][CH2:11][CH2:10][CH2:9]1)[CH3:14], predict the reactants needed to synthesize it. The reactants are: [CH3:1][CH:2]1[CH2:7][CH2:6][CH2:5][CH:4]([N:8]2[CH2:12][CH2:11][CH2:10][CH2:9]2)[CH2:3]1.[CH2:13]([I:15])[CH3:14]. (6) Given the product [NH2:77][C:59]1[C:58]([N:55]2[CH2:56][CH2:57][O:52][CH2:53][CH2:54]2)=[CH:67][C:66]2[C:61](=[CH:62][CH:63]=[C:64]([C:36]3[C:41]([CH3:42])=[CH:40][CH:39]=[CH:38][C:37]=3[C:43]([C:45]3[CH:50]=[CH:49][CH:48]=[CH:47][C:46]=3[CH3:51])=[O:44])[CH:65]=2)[N:60]=1, predict the reactants needed to synthesize it. The reactants are: C1(P(C2CCCCC2)C2C=CC=CC=2C2C(C(C)C)=CC(C(C)C)=CC=2C(C)C)CCCCC1.Br[C:36]1[C:41]([CH3:42])=[CH:40][CH:39]=[CH:38][C:37]=1[C:43]([C:45]1[CH:50]=[CH:49][CH:48]=[CH:47][C:46]=1[CH3:51])=[O:44].[O:52]1[CH2:57][CH2:56][N:55]([C:58]2[C:59]([NH2:77])=[N:60][C:61]3[C:66]([CH:67]=2)=[CH:65][C:64](B2OC(C)(C)C(C)(C)O2)=[CH:63][CH:62]=3)[CH2:54][CH2:53]1.O1CCOCC1. (7) Given the product [CH3:15][S:16][CH:2]([C:4]1[N:9]=[C:8]([O:10][CH3:11])[CH:7]=[C:6]([O:12][CH3:13])[N:5]=1)[CH3:3], predict the reactants needed to synthesize it. The reactants are: Cl[CH:2]([C:4]1[N:9]=[C:8]([O:10][CH3:11])[CH:7]=[C:6]([O:12][CH3:13])[N:5]=1)[CH3:3].[Na].[CH3:15][SH:16].O.